Task: Predict the product of the given reaction.. Dataset: Forward reaction prediction with 1.9M reactions from USPTO patents (1976-2016) (1) Given the reactants [C:1]1([CH3:14])[CH:6]=[CH:5][CH:4]=[C:3]([C:7]2([C:10]([F:13])([F:12])[F:11])[N:9]=[N:8]2)[CH:2]=1.[Br:15]N1C(=O)CCC1=O.CC(N=NC(C#N)(C)C)(C#N)C, predict the reaction product. The product is: [Br:15][CH2:14][C:1]1[CH:2]=[C:3]([C:7]2([C:10]([F:12])([F:11])[F:13])[N:9]=[N:8]2)[CH:4]=[CH:5][CH:6]=1. (2) Given the reactants Cl.[F:2][C:3]1[CH:16]=[C:15]2[C:6]([C:7](=[O:17])[O:8][C:9]32[CH2:14][CH2:13][NH:12][CH2:11][CH2:10]3)=[CH:5][CH:4]=1.[C:18]1([C:24]2[N:25]=[CH:26][C:27]([NH:30][C:31](=O)[O:32]C3C=CC=CC=3)=[N:28][CH:29]=2)[CH:23]=[CH:22][CH:21]=[CH:20][CH:19]=1.C(N(CC)CC)C.O, predict the reaction product. The product is: [F:2][C:3]1[CH:16]=[C:15]2[C:6]([C:7](=[O:17])[O:8][C:9]32[CH2:14][CH2:13][N:12]([C:31]([NH:30][C:27]2[CH:26]=[N:25][C:24]([C:18]4[CH:19]=[CH:20][CH:21]=[CH:22][CH:23]=4)=[CH:29][N:28]=2)=[O:32])[CH2:11][CH2:10]3)=[CH:5][CH:4]=1. (3) Given the reactants [NH2:1][C@@H:2]1[CH2:6][CH2:5][N:4]([C:7]([O:9][C:10]([CH3:13])([CH3:12])[CH3:11])=[O:8])[CH2:3]1.Cl[C:15]([O:17][CH2:18][C:19]1[CH:24]=[CH:23][CH:22]=[CH:21][CH:20]=1)=[O:16].C(N(C(C)C)CC)(C)C, predict the reaction product. The product is: [CH2:18]([O:17][C:15]([NH:1][C@@H:2]1[CH2:6][CH2:5][N:4]([C:7]([O:9][C:10]([CH3:13])([CH3:12])[CH3:11])=[O:8])[CH2:3]1)=[O:16])[C:19]1[CH:24]=[CH:23][CH:22]=[CH:21][CH:20]=1. (4) Given the reactants [CH3:1][C@@H:2]1[N:8]([C:9]([CH:11]2[CH2:16][CH2:15][NH:14][CH2:13][CH2:12]2)=[O:10])[CH2:7][C:6]2[CH:17]=[CH:18][C:19]([C:21]([O:23][CH3:24])=[O:22])=[CH:20][C:5]=2[O:4][CH2:3]1.[CH:25](OCC)=[O:26], predict the reaction product. The product is: [CH:25]([N:14]1[CH2:13][CH2:12][CH:11]([C:9]([N:8]2[CH2:7][C:6]3[CH:17]=[CH:18][C:19]([C:21]([O:23][CH3:24])=[O:22])=[CH:20][C:5]=3[O:4][CH2:3][C@@H:2]2[CH3:1])=[O:10])[CH2:16][CH2:15]1)=[O:26]. (5) Given the reactants CI.[C:3]([O-])([O-])=O.[K+].[K+].[C:9]1([C:15]#[C:16][C:17]([OH:19])=[O:18])[CH:14]=[CH:13][CH:12]=[CH:11][CH:10]=1, predict the reaction product. The product is: [C:9]1([C:15]#[C:16][C:17]([O:19][CH3:3])=[O:18])[CH:14]=[CH:13][CH:12]=[CH:11][CH:10]=1. (6) The product is: [CH3:29][N:27]([CH3:28])[C:13]1[S:14][C@H:15]2[O:16][C@H:17]([CH2:18][OH:19])[C@@H:9]([O:8][CH2:7][C:6]3[CH:5]=[CH:4][C:3]([O:2][CH3:1])=[CH:41][CH:40]=3)[C@H:10]([O:30][CH2:31][C:32]3[CH:33]=[CH:34][C:35]([O:38][CH3:39])=[CH:36][CH:37]=3)[C@H:11]2[N:12]=1. Given the reactants [CH3:1][O:2][C:3]1[CH:41]=[CH:40][C:6]([CH2:7][O:8][C@@H:9]2[C@@H:17]([CH2:18][O:19][Si](C(C)(C)C)(C)C)[O:16][C@H:15]3[C@H:11]([N:12]=[C:13]([N:27]([CH3:29])[CH3:28])[S:14]3)[C@H:10]2[O:30][CH2:31][C:32]2[CH:37]=[CH:36][C:35]([O:38][CH3:39])=[CH:34][CH:33]=2)=[CH:5][CH:4]=1.CCCC[N+](CCCC)(CCCC)CCCC.[F-], predict the reaction product.